This data is from Full USPTO retrosynthesis dataset with 1.9M reactions from patents (1976-2016). The task is: Predict the reactants needed to synthesize the given product. (1) Given the product [C:3]1([C:9]2[O:10][CH:11]=[C:12]([C:14]3[N:24]=[CH:23][CH:22]=[CH:21][C:15]=3[C:16]([OH:18])=[O:17])[N:13]=2)[CH:4]=[CH:5][CH:6]=[CH:7][CH:8]=1, predict the reactants needed to synthesize it. The reactants are: [OH-].[Na+].[C:3]1([C:9]2[O:10][CH:11]=[C:12]([C:14]3[N:24]=[CH:23][CH:22]=[CH:21][C:15]=3[C:16]([O:18]CC)=[O:17])[N:13]=2)[CH:8]=[CH:7][CH:6]=[CH:5][CH:4]=1. (2) Given the product [Cl:23][C:24]1[C:25]([CH2:30][NH:31][C:11]([C@@H:8]2[O:7][CH2:6][C@H:5]3[CH2:4][CH2:3][C:2](=[O:1])[N:10]3[CH2:9]2)=[O:13])=[N:26][CH:27]=[CH:28][N:29]=1, predict the reactants needed to synthesize it. The reactants are: [O:1]=[C:2]1[N:10]2[C@@H:5]([CH2:6][O:7][C@@H:8]([C:11]([OH:13])=O)[CH2:9]2)[CH2:4][CH2:3]1.C(Cl)(=O)OCC(C)C.Cl.[Cl:23][C:24]1[C:25]([CH2:30][NH2:31])=[N:26][CH:27]=[CH:28][N:29]=1.O.